From a dataset of Rat liver microsome stability data. Regression/Classification. Given a drug SMILES string, predict its absorption, distribution, metabolism, or excretion properties. Task type varies by dataset: regression for continuous measurements (e.g., permeability, clearance, half-life) or binary classification for categorical outcomes (e.g., BBB penetration, CYP inhibition). Dataset: rlm. (1) The drug is COc1ccc2oc(NC3=NC4=C(C(=O)CCC4)C(c4[nH]ncc4Cl)N3)nc2c1. The result is 1 (stable in rat liver microsomes). (2) The molecule is Cc1ccc(-n2nc(C)c3c(-c4ccc(O)c(O)c4)c(C#N)c(N)nc32)cc1C. The result is 1 (stable in rat liver microsomes). (3) The molecule is N#CC1(c2ccc(-c3c(C(=O)N4CCN(C(=O)C5CC5)CC4)cnc4ccc(Cl)cc34)cc2)CC1. The result is 1 (stable in rat liver microsomes). (4) The molecule is O=C1CCCC2=C1C(c1ccncc1Cl)NC(Nc1nc3ccccc3o1)=N2. The result is 1 (stable in rat liver microsomes). (5) The compound is CCNCC(=O)Nc1ccc(-c2nc(=O)n(CCOC)c3c2oc2ccc(-c4ccc5c(c4)CCN(C)C5)cc23)cc1. The result is 0 (unstable in rat liver microsomes). (6) The compound is COc1ccc(COc2cnn(CC(=O)c3ccc(CN(C)C)cc3C)c(=O)c2)nc1. The result is 0 (unstable in rat liver microsomes).